Dataset: Forward reaction prediction with 1.9M reactions from USPTO patents (1976-2016). Task: Predict the product of the given reaction. (1) Given the reactants [Cl:1][C:2]1[CH:3]=[C:4]([CH:8]=[CH:9][C:10]=1[C:11](=[O:26])[NH:12][C:13]1[CH:18]=[CH:17][C:16]([Cl:19])=[C:15]([C:20]2[CH:25]=[CH:24][CH:23]=[CH:22][N:21]=2)[CH:14]=1)[C:5](O)=[O:6].[F:27][C:28]([F:32])([F:31])[CH2:29][NH2:30], predict the reaction product. The product is: [Cl:1][C:2]1[CH:3]=[C:4]([C:5]([NH:30][CH2:29][C:28]([F:32])([F:31])[F:27])=[O:6])[CH:8]=[CH:9][C:10]=1[C:11]([NH:12][C:13]1[CH:18]=[CH:17][C:16]([Cl:19])=[C:15]([C:20]2[CH:25]=[CH:24][CH:23]=[CH:22][N:21]=2)[CH:14]=1)=[O:26]. (2) Given the reactants [Cl:1][C:2]1[CH:7]=[CH:6][CH:5]=[C:4]([F:8])[C:3]=1[C:9]1[NH:10][C:11](=[O:22])[N:12]([C:14]2[CH:19]=[CH:18][C:17]([C:20]#[CH:21])=[CH:16][CH:15]=2)[N:13]=1.[F:23][C:24]1[CH:29]=[CH:28][C:27](I)=[CH:26][N:25]=1.CCCC[N+](CCCC)(CCCC)CCCC.[F-], predict the reaction product. The product is: [Cl:1][C:2]1[CH:7]=[CH:6][CH:5]=[C:4]([F:8])[C:3]=1[C:9]1[NH:10][C:11](=[O:22])[N:12]([C:14]2[CH:19]=[CH:18][C:17]([C:20]#[C:21][C:27]3[CH:26]=[N:25][C:24]([F:23])=[CH:29][CH:28]=3)=[CH:16][CH:15]=2)[N:13]=1. (3) Given the reactants Cl[C:2]1[CH:11]=[C:10]([CH3:12])[C:9]2[C:4](=[CH:5][CH:6]=[CH:7][CH:8]=2)[N:3]=1.[C:13]1(P(C2C=CC=CC=2)C2C=CC=CC=2)C=CC=C[CH:14]=1.C([Sn](CCCC)(CCCC)CCCC)=C, predict the reaction product. The product is: [CH3:12][C:10]1[C:9]2[C:4](=[CH:5][CH:6]=[CH:7][CH:8]=2)[N:3]=[C:2]([CH:13]=[CH2:14])[CH:11]=1. (4) The product is: [CH2:13]([O:15][C:16](=[O:26])[CH:17]=[C:18]([C:2]1[CH:10]=[C:9]2[C:5]([C:6]([O:11][CH3:12])=[N:7][NH:8]2)=[CH:4][CH:3]=1)[C:19]1[CH:24]=[CH:23][CH:22]=[C:21]([CH3:25])[N:20]=1)[CH3:14]. Given the reactants Br[C:2]1[CH:10]=[C:9]2[C:5]([C:6]([O:11][CH3:12])=[N:7][NH:8]2)=[CH:4][CH:3]=1.[CH2:13]([O:15][C:16](=[O:26])[CH:17]=[CH:18][C:19]1[CH:24]=[CH:23][CH:22]=[C:21]([CH3:25])[N:20]=1)[CH3:14].C(OC(=O)C=C(C1C=CC=C2C=1C(C#N)=CN2)C1C=CC=CC=1)C, predict the reaction product. (5) Given the reactants [C:1]([O:5][C:6](=[O:33])[NH:7][CH:8]1[CH2:13][CH2:12][CH:11]([NH:14][C:15]2[N:20]=[C:19]3[NH:21][N:22]=[C:23]([C:24]4[CH:29]=[CH:28][N:27]=[C:26](S(C)=O)[N:25]=4)[C:18]3=[CH:17][N:16]=2)[CH2:10][CH2:9]1)([CH3:4])([CH3:3])[CH3:2].[C:34]([O:38][C:39](=[O:51])[NH:40][CH2:41][CH2:42][CH:43]([NH2:50])[C:44]1[CH:49]=[CH:48][CH:47]=[CH:46][CH:45]=1)([CH3:37])([CH3:36])[CH3:35], predict the reaction product. The product is: [C:1]([O:5][C:6](=[O:33])[NH:7][CH:8]1[CH2:13][CH2:12][CH:11]([NH:14][C:15]2[N:20]=[C:19]3[NH:21][N:22]=[C:23]([C:24]4[CH:29]=[CH:28][N:27]=[C:26]([NH:50][CH:43]([C:44]5[CH:45]=[CH:46][CH:47]=[CH:48][CH:49]=5)[CH2:42][CH2:41][NH:40][C:39]([O:38][C:34]([CH3:37])([CH3:36])[CH3:35])=[O:51])[N:25]=4)[C:18]3=[CH:17][N:16]=2)[CH2:10][CH2:9]1)([CH3:4])([CH3:3])[CH3:2]. (6) Given the reactants [Br:1][C:2]1[CH:3]=[C:4]2[C:9](=[CH:10][CH:11]=1)[NH:8][C:7](=[O:12])[CH2:6][CH2:5]2.C1C(=O)N(Br)C(=O)C1.C(OOC(=O)C1C=CC=CC=1)(=O)C1C=CC=CC=1, predict the reaction product. The product is: [Br:1][C:2]1[CH:3]=[C:4]2[C:9](=[CH:10][CH:11]=1)[NH:8][C:7](=[O:12])[CH:6]=[CH:5]2.